From a dataset of Full USPTO retrosynthesis dataset with 1.9M reactions from patents (1976-2016). Predict the reactants needed to synthesize the given product. (1) Given the product [CH2:1]([O:3][CH2:4][CH2:5][NH:6][C:15](=[O:16])[O:17][C:18]([CH3:21])([CH3:20])[CH3:19])[CH3:2], predict the reactants needed to synthesize it. The reactants are: [CH2:1]([O:3][CH2:4][CH2:5][NH2:6])[CH3:2].O1CCOCC1.[OH-].[Na+].[C:15](O[C:15]([O:17][C:18]([CH3:21])([CH3:20])[CH3:19])=[O:16])([O:17][C:18]([CH3:21])([CH3:20])[CH3:19])=[O:16]. (2) Given the product [CH2:4]([N:11]1[CH:12]([CH:20]([OH:21])[CH3:25])[CH2:13][O:14][C:15]([CH3:18])([CH3:19])[C:16]1=[O:17])[C:5]1[CH:10]=[CH:9][CH:8]=[CH:7][CH:6]=1, predict the reactants needed to synthesize it. The reactants are: C[Mg]I.[CH2:4]([N:11]1[C:16](=[O:17])[C:15]([CH3:19])([CH3:18])[O:14][CH2:13][CH:12]1[CH:20]=[O:21])[C:5]1[CH:10]=[CH:9][CH:8]=[CH:7][CH:6]=1.[Cl-].[NH4+].Cl[CH2:25]Cl.